From a dataset of M1 muscarinic receptor agonist screen with 61,833 compounds. Binary Classification. Given a drug SMILES string, predict its activity (active/inactive) in a high-throughput screening assay against a specified biological target. (1) The result is 0 (inactive). The drug is S(=O)(=O)(N1CCOCC1)c1cc(ccc1)c1oc(=O)c2c(n1)cccc2. (2) The compound is FC(F)(F)c1cc2nnn(C3CCN(CC3)CC(=O)N3CCc4c3cccc4)c2cc1. The result is 0 (inactive). (3) The compound is S(CC(=O)N1CC(OC(C1)C)C)c1nc(c2cc(OC)c(OC)cc2)cc(n1)C(F)(F)F. The result is 0 (inactive). (4) The drug is s1c(NC(=O)c2[nH]n3C(CC(N=c3c2)C2CC2)C(F)(F)F)nnc1C. The result is 0 (inactive). (5) The drug is s1c2nc3n(NC(=O)CC3)c(=O)c2c(c1C)C. The result is 0 (inactive). (6) The molecule is O1CCN(CC1)C(Oc1c(cc2c(occ(c2=O)c2[nH]c3c(n2)cccc3)c1)CC)=O. The result is 0 (inactive). (7) The drug is S(CC(=O)N1CCN(CC1)c1ncccc1)c1c2c(n(CC)c(=O)c1)cccc2. The result is 1 (active). (8) The compound is s1c2c(n(CCC(=O)Nc3cc(NC(=O)C)ccc3)c1=O)cccc2. The result is 0 (inactive). (9) The molecule is S(=O)(=O)(N1CCC(CC1)C(=O)NCCN(CC)c1ccccc1)CCC. The result is 0 (inactive). (10) The molecule is S1\C(=C2/CCCCCC2)C(=O)N(CCC(O)=O)C1=S. The result is 0 (inactive).